Dataset: Reaction yield outcomes from USPTO patents with 853,638 reactions. Task: Predict the reaction yield, written as a fraction of the theoretical maximum amount of product (1.0 means a 100% yield; for example, 0.34 means a 34% yield). (1) The reactants are P(Cl)(Cl)(Cl)=O.[C:6]([O:9][CH2:10][CH2:11][CH2:12][CH2:13][NH:14][CH2:15][CH2:16][CH2:17][CH2:18][C:19]1[CH:24]=[CH:23][CH:22]=[C:21]([O:25][CH2:26][C:27]2[CH:32]=[CH:31][CH:30]=[CH:29][CH:28]=2)[CH:20]=1)(=[O:8])[CH3:7].[C:33]([O-])(=[O:35])C.[Na+]. The catalyst is CN(C)C=O. The product is [C:6]([O:9][CH2:10][CH2:11][CH2:12][CH2:13][NH:14][CH2:15][CH2:16][CH2:17][CH2:18][C:19]1[CH:24]=[CH:23][C:22]([CH:33]=[O:35])=[C:21]([O:25][CH2:26][C:27]2[CH:32]=[CH:31][CH:30]=[CH:29][CH:28]=2)[CH:20]=1)(=[O:8])[CH3:7]. The yield is 0.747. (2) The reactants are Cl[C:2]([O:4][CH2:5][CH:6]([CH3:8])[CH3:7])=[O:3].Cl.[Br:10][C:11]1[CH:18]=[CH:17][C:14]([CH2:15][NH2:16])=[CH:13][CH:12]=1.N1C=CC=CC=1.Cl. The catalyst is CN(C=O)C. The product is [CH2:5]([O:4][C:2](=[O:3])[NH:16][CH2:15][C:14]1[CH:17]=[CH:18][C:11]([Br:10])=[CH:12][CH:13]=1)[CH:6]([CH3:8])[CH3:7]. The yield is 0.700. (3) The catalyst is C1COCC1. The product is [Cl:9][C:8]1[N:1]=[C:2]([Cl:3])[N:4]=[C:5]([NH:10][C@@H:11]2[C:19]3[C:14](=[CH:15][CH:16]=[CH:17][CH:18]=3)[CH2:13][CH2:12]2)[N:7]=1. The yield is 0.870. The reactants are [N:1]1[C:8]([Cl:9])=[N:7][C:5](Cl)=[N:4][C:2]=1[Cl:3].[NH2:10][C@@H:11]1[C:19]2[C:14](=[CH:15][CH:16]=[CH:17][CH:18]=2)[CH2:13][CH2:12]1.CCN(C(C)C)C(C)C.O.